From a dataset of M1 muscarinic receptor agonist screen with 61,833 compounds. Binary Classification. Given a drug SMILES string, predict its activity (active/inactive) in a high-throughput screening assay against a specified biological target. The drug is O(C(=O)C(NC(=O)Nc1cc2OCCOc2cc1)CC(C)C)C. The result is 0 (inactive).